This data is from Catalyst prediction with 721,799 reactions and 888 catalyst types from USPTO. The task is: Predict which catalyst facilitates the given reaction. (1) Reactant: [S:1]1[CH2:5][CH2:4][CH2:3][CH2:2]1.[F:6][C:7]([F:23])([F:22])[C:8]1[CH:13]=[C:12]([CH2:14][Br:15])[C:11]([C:16]([F:19])([F:18])[F:17])=[CH:10][C:9]=1[CH2:20]Br. Product: [Br-:15].[Br-:15].[F:6][C:7]([F:23])([F:22])[C:8]1[CH:13]=[C:12]([CH2:14][S+:1]2[CH2:5][CH2:4][CH2:3][CH2:2]2)[C:11]([C:16]([F:19])([F:18])[F:17])=[CH:10][C:9]=1[CH2:20][S+:1]1[CH2:5][CH2:4][CH2:3][CH2:2]1. The catalyst class is: 5. (2) The catalyst class is: 17. Reactant: [NH2:1][C:2]1[C:11]([C:12]([O:14]N2C3C=C(Cl)C=CC=3N=N2)=O)=[C:5]2[N:6]=[CH:7][C:8]([F:10])=[CH:9][N:4]2[N:3]=1.[NH2:25][C:26]1[CH:27]=[N:28][CH:29]=[C:30]([F:45])[C:31]=1[N:32]1[CH2:37][CH2:36][CH:35]([C:38]([O:40][C:41]([CH3:44])([CH3:43])[CH3:42])=[O:39])[CH2:34][CH2:33]1. Product: [NH2:1][C:2]1[C:11]([C:12]([NH:25][C:26]2[CH:27]=[N:28][CH:29]=[C:30]([F:45])[C:31]=2[N:32]2[CH2:37][CH2:36][CH:35]([C:38]([O:40][C:41]([CH3:43])([CH3:42])[CH3:44])=[O:39])[CH2:34][CH2:33]2)=[O:14])=[C:5]2[N:6]=[CH:7][C:8]([F:10])=[CH:9][N:4]2[N:3]=1. (3) Reactant: [BH4-].[Na+].[F:3][C:4]1[CH:9]=[CH:8][C:7]([CH:10]([NH:23]C(=O)OC(C)(C)C)[C:11](=[O:22])[C:12]2[CH:13]=[CH:14][CH:15]=[C:16]3[C:21]=2[N:20]=[CH:19][CH:18]=[CH:17]3)=[CH:6][CH:5]=1. Product: [NH2:23][CH:10]([C:7]1[CH:6]=[CH:5][C:4]([F:3])=[CH:9][CH:8]=1)[CH:11]([C:12]1[CH:13]=[CH:14][CH:15]=[C:16]2[C:21]=1[N:20]=[CH:19][CH:18]=[CH:17]2)[OH:22]. The catalyst class is: 5. (4) Reactant: [C:1]1([CH2:7][C:8]2[CH:13]=[CH:12][CH:11]=[CH:10][C:9]=2CC#N)[CH:6]=[CH:5][CH:4]=[CH:3][CH:2]=1.[OH-:17].[K+].[CH2:19]([OH:21])[CH3:20]. Product: [C:1]1([CH2:7][C:8]2[CH:13]=[CH:12][CH:11]=[CH:10][C:9]=2[CH2:20][C:19]([OH:17])=[O:21])[CH:6]=[CH:5][CH:4]=[CH:3][CH:2]=1. The catalyst class is: 6.